Dataset: Full USPTO retrosynthesis dataset with 1.9M reactions from patents (1976-2016). Task: Predict the reactants needed to synthesize the given product. (1) Given the product [NH2:26][C:24]1[C:25]2=[C:17]([C:12]3[CH:13]=[CH:14][C:15]4[C:10]([CH:11]=3)=[N:9][N:8]([CH2:1][C:2]3[CH:3]=[CH:4][CH:5]=[CH:6][CH:7]=3)[CH:16]=4)[CH:18]=[C:19]([CH:27]3[CH2:32][CH2:31][N:30]([S:35]([N:34]([CH3:39])[CH3:33])(=[O:37])=[O:36])[CH2:29][CH2:28]3)[N:20]2[N:21]=[CH:22][N:23]=1, predict the reactants needed to synthesize it. The reactants are: [CH2:1]([N:8]1[CH:16]=[C:15]2[C:10]([CH:11]=[C:12]([C:17]3[CH:18]=[C:19]([CH:27]4[CH2:32][CH2:31][NH:30][CH2:29][CH2:28]4)[N:20]4[C:25]=3[C:24]([NH2:26])=[N:23][CH:22]=[N:21]4)[CH:13]=[CH:14]2)=[N:9]1)[C:2]1[CH:7]=[CH:6][CH:5]=[CH:4][CH:3]=1.[CH3:33][N:34]([CH3:39])[S:35](Cl)(=[O:37])=[O:36].C(N(CC)CC)C. (2) Given the product [CH:1]1([C:4]2[N:13]=[C:14]([SH:15])[NH:16][C:9](=[O:11])[C:8]=2[C:6]#[N:7])[CH2:3][CH2:2]1, predict the reactants needed to synthesize it. The reactants are: [CH:1]1([CH:4]=O)[CH2:3][CH2:2]1.[C:6]([CH2:8][C:9]([O:11]C)=O)#[N:7].[NH2:13][C:14]([NH2:16])=[S:15].N1CCCCC1. (3) The reactants are: [CH3:1][C:2]1[N:3]=[C:4]2[CH:12]=[CH:11][CH:10]=[C:9]3[N:5]2[C:6]=1[C:7]([S:13][CH2:14][CH2:15][CH2:16][CH2:17][N:18]1C(=O)C2=CC=CC=C2C1=O)=[N:8]3.O.NN. Given the product [NH2:18][CH2:17][CH2:16][CH2:15][CH2:14][S:13][C:7]1[C:6]2=[C:2]([CH3:1])[N:3]=[C:4]3[N:5]2[C:9](=[CH:10][CH:11]=[CH:12]3)[N:8]=1, predict the reactants needed to synthesize it. (4) Given the product [ClH:48].[CH3:17][C:16]1[N:15]=[C:10]2[CH:11]=[CH:12][CH:13]=[C:14]3[N:9]2[C:8]=1[C:7](=[O:18])[N:6]3[CH2:5][CH2:4][CH2:3][CH2:2][NH:1][S:33]([C:36]([F:39])([F:38])[F:37])(=[O:35])=[O:34], predict the reactants needed to synthesize it. The reactants are: [NH2:1][CH2:2][CH2:3][CH2:4][CH2:5][N:6]1[C:14]2[N:9]3[C:10](=[N:15][C:16]([CH3:17])=[C:8]3[C:7]1=[O:18])[CH:11]=[CH:12][CH:13]=2.C(N(CC)CC)C.C1C=CC(N([S:33]([C:36]([F:39])([F:38])[F:37])(=[O:35])=[O:34])[S:33]([C:36]([F:39])([F:38])[F:37])(=[O:35])=[O:34])=CC=1.C(Cl)[Cl:48]. (5) The reactants are: C([C:4]1[CH:5]=[C:6]([C:13](=[O:22])[C:14]2[CH:19]=[CH:18][C:17]([C:20]#[N:21])=[CH:16][CH:15]=2)[N:7]2[C:12]=1[CH:11]=[CH:10][CH:9]=[CH:8]2)(=O)C.C(O)CO.C1(C)C=CC(S(O)(=O)=O)=CC=1.C(=O)(O)[O-].[Na+]. Given the product [C:20]([C:17]1[CH:16]=[CH:15][C:14]([C:13]([C:6]2[N:7]3[C:12]([CH:11]=[CH:10][CH:9]=[CH:8]3)=[CH:4][CH:5]=2)=[O:22])=[CH:19][CH:18]=1)#[N:21], predict the reactants needed to synthesize it. (6) Given the product [OH:8][CH2:9][C@H:10]1[C@H:19]([CH3:20])[C@@H:18]([NH:21][C:22]2[CH:23]=[CH:24][CH:25]=[CH:26][CH:27]=2)[C:17]2[C:12](=[CH:13][CH:14]=[CH:15][CH:16]=2)[N:11]1[C:28](=[O:30])[CH3:29], predict the reactants needed to synthesize it. The reactants are: [Si]([O:8][CH2:9][C@H:10]1[C@H:19]([CH3:20])[C@@H:18]([NH:21][C:22]2[CH:27]=[CH:26][CH:25]=[CH:24][CH:23]=2)[C:17]2[C:12](=[CH:13][CH:14]=[CH:15][CH:16]=2)[N:11]1[C:28](=[O:30])[CH3:29])(C(C)(C)C)(C)C.CCCC[N+](CCCC)(CCCC)CCCC.[F-]. (7) Given the product [CH2:7]([O:9][CH2:10][C:11]([O:13][CH2:15][S:16][C:17]1[CH:22]=[CH:21][CH:20]=[CH:19][CH:18]=1)=[O:12])[CH3:8], predict the reactants needed to synthesize it. The reactants are: C([O-])([O-])=O.[Cs+].[Cs+].[CH2:7]([O:9][CH2:10][C:11]([OH:13])=[O:12])[CH3:8].Cl[CH2:15][S:16][C:17]1[CH:22]=[CH:21][CH:20]=[CH:19][CH:18]=1.